From a dataset of Catalyst prediction with 721,799 reactions and 888 catalyst types from USPTO. Predict which catalyst facilitates the given reaction. (1) Reactant: [N:1]1([C:6]2[CH:14]=[CH:13][C:9]([C:10]([OH:12])=O)=[CH:8][N:7]=2)[CH:5]=[CH:4][CH:3]=[N:2]1.CN(C(ON1N=NC2C=CC=NC1=2)=[N+](C)C)C.F[P-](F)(F)(F)(F)F.C(N(C(C)C)CC)(C)C.Cl.[CH2:49]([O:52][C@@H:53]1[CH2:58][CH2:57][CH2:56][N:55]([CH2:59][C@@H:60]2[CH2:65][CH2:64][CH2:63][CH2:62][C@H:61]2[NH2:66])[CH2:54]1)[CH:50]=[CH2:51].Cl.C(O[C@@H]1CCCN(C[C@H]2CCCC[C@@H]2N)C1)C=C. Product: [CH2:49]([O:52][C@@H:53]1[CH2:58][CH2:57][CH2:56][N:55]([CH2:59][C@H:60]2[CH2:65][CH2:64][CH2:63][CH2:62][C@@H:61]2[NH:66][C:10](=[O:12])[C:9]2[CH:13]=[CH:14][C:6]([N:1]3[CH:5]=[CH:4][CH:3]=[N:2]3)=[N:7][CH:8]=2)[CH2:54]1)[CH:50]=[CH2:51]. The catalyst class is: 3. (2) Reactant: [C:1]([C:3]1[CH:4]=[CH:5][C:6]([CH2:12][CH2:13][C:14]([O:16][CH2:17][CH3:18])=[O:15])=[C:7]2[C:11]=1[NH:10][CH:9]=[CH:8]2)#[N:2].[OH-].[K+].[CH3:21]OS(OC)(=O)=O.CCOC(C)=O. Product: [C:1]([C:3]1[CH:4]=[CH:5][C:6]([CH2:12][CH2:13][C:14]([O:16][CH2:17][CH3:18])=[O:15])=[C:7]2[C:11]=1[N:10]([CH3:21])[CH:9]=[CH:8]2)#[N:2]. The catalyst class is: 10. (3) Reactant: [Br:1][C:2]1[S:23][C:5]2[N:6]([CH3:22])[C:7](=[O:21])[N:8]([CH2:11][CH2:12][CH2:13][O:14][CH:15]3[CH2:20][CH2:19][CH2:18][CH2:17][O:16]3)[C:9](=[O:10])[C:4]=2[C:3]=1[CH:24]=[O:25].I([C:29]1C=CC=C[C:30]=1C(O)=O)(=O)=O. Product: [CH2:29]([SH:23]1[C:5]2[N:6]([CH3:22])[C:7](=[O:21])[N:8]([CH2:11][CH2:12][CH2:13][O:14][CH:15]3[CH2:20][CH2:19][CH2:18][CH2:17][O:16]3)[C:9](=[O:10])[C:4]=2[C:3]([CH:24]=[O:25])=[C:2]1[Br:1])[CH3:30]. The catalyst class is: 58. (4) Reactant: [Cl:1][C:2]1[CH:7]=[CH:6][C:5]([C:8](=O)[CH2:9][CH2:10][C:11](=O)[CH2:12][CH3:13])=[CH:4][CH:3]=1.[Cl:16][C:17]1[CH:23]=[CH:22][C:20]([NH2:21])=[CH:19][CH:18]=1.C1(C)C=CC(S(O)(=O)=O)=CC=1. Product: [Cl:16][C:17]1[CH:23]=[CH:22][C:20]([N:21]2[C:11]([CH2:12][CH3:13])=[CH:10][CH:9]=[C:8]2[C:5]2[CH:6]=[CH:7][C:2]([Cl:1])=[CH:3][CH:4]=2)=[CH:19][CH:18]=1. The catalyst class is: 11.